From a dataset of Full USPTO retrosynthesis dataset with 1.9M reactions from patents (1976-2016). Predict the reactants needed to synthesize the given product. (1) Given the product [CH2:1]([C@H:6]1[CH2:8][C@H:7]1[CH2:9][C@H:10]1[CH2:12][C@H:11]1[CH2:13][C:14]#[C:15][CH2:16][CH2:17][CH2:18][CH2:19][CH2:20][OH:21])[CH2:2][CH2:3][CH2:4][CH3:5], predict the reactants needed to synthesize it. The reactants are: [CH2:1]([C@H:6]1[CH2:8][C@H:7]1[CH2:9][C@@H:10]1[CH2:12][C@@H:11]1[CH2:13][C:14]#[C:15][CH2:16][CH2:17][CH2:18][CH2:19][CH2:20][OH:21])[CH2:2][CH2:3][CH2:4][CH3:5]. (2) Given the product [NH2:10][CH2:11][CH2:12][CH2:13][CH2:14][NH:15][CH2:16][CH2:17][CH2:18][NH:19][C:20](=[O:21])[C:22]1[CH:27]=[CH:26][C:25]([NH:28][NH2:29])=[N:24][CH:23]=1, predict the reactants needed to synthesize it. The reactants are: C(OC(=O)[NH:10][CH2:11][CH2:12][CH2:13][CH2:14][N:15](C(OCC1C=CC=CC=1)=O)[CH2:16][CH2:17][CH2:18][NH:19][C:20]([C:22]1[CH:23]=[N:24][C:25]([NH:28][NH2:29])=[CH:26][CH:27]=1)=[O:21])C1C=CC=CC=1.[H][H].